This data is from NCI-60 drug combinations with 297,098 pairs across 59 cell lines. The task is: Regression. Given two drug SMILES strings and cell line genomic features, predict the synergy score measuring deviation from expected non-interaction effect. Drug 1: CC1=C(C=C(C=C1)C(=O)NC2=CC(=CC(=C2)C(F)(F)F)N3C=C(N=C3)C)NC4=NC=CC(=N4)C5=CN=CC=C5. Drug 2: C1CNP(=O)(OC1)N(CCCl)CCCl. Cell line: NCI-H522. Synergy scores: CSS=-0.173, Synergy_ZIP=0.836, Synergy_Bliss=0.240, Synergy_Loewe=-1.52, Synergy_HSA=-1.86.